Dataset: Reaction yield outcomes from USPTO patents with 853,638 reactions. Task: Predict the reaction yield, written as a fraction of the theoretical maximum amount of product (1.0 means a 100% yield; for example, 0.34 means a 34% yield). The reactants are [CH3:1][C:2]1[CH:11]=[CH:10][C:9]2[C:4](=[CH:5][CH:6]=[CH:7][C:8]=2[N:12]2[CH2:17][CH2:16][N:15]([CH2:18][CH2:19][C:20]3[CH:21]=[C:22]([CH:24]=[CH:25][CH:26]=3)[NH2:23])[CH2:14][CH2:13]2)[N:3]=1.[C:27](Cl)(=[O:29])[CH3:28]. No catalyst specified. The product is [CH3:1][C:2]1[CH:11]=[CH:10][C:9]2[C:4](=[CH:5][CH:6]=[CH:7][C:8]=2[N:12]2[CH2:13][CH2:14][N:15]([CH2:18][CH2:19][C:20]3[CH:21]=[C:22]([NH:23][C:27](=[O:29])[CH3:28])[CH:24]=[CH:25][CH:26]=3)[CH2:16][CH2:17]2)[N:3]=1. The yield is 0.520.